This data is from Full USPTO retrosynthesis dataset with 1.9M reactions from patents (1976-2016). The task is: Predict the reactants needed to synthesize the given product. (1) Given the product [Br:24][C:22]1[CH:23]=[C:18]([C:16](=[O:17])[CH2:15][N:4]2[C:5](=[O:7])[CH2:6][O:1][C:2]3[CH:11]=[CH:10][N:9]=[CH:8][C:3]2=3)[CH:19]=[C:20]([Br:26])[C:21]=1[OH:25], predict the reactants needed to synthesize it. The reactants are: [O:1]1[CH2:6][C:5](=[O:7])[NH:4][C:3]2[CH:8]=[N:9][CH:10]=[CH:11][C:2]1=2.[H-].[Na+].Br[CH2:15][C:16]([C:18]1[CH:23]=[C:22]([Br:24])[C:21]([OH:25])=[C:20]([Br:26])[CH:19]=1)=[O:17]. (2) Given the product [Br-:20].[CH3:2][N+:3]1[C:12]2[C:7](=[CH:8][CH:9]=[CH:10][CH:11]=2)[C:6]([CH:37]=[C:29]2[N:28]([CH2:27][CH2:26][CH2:25][CH2:24][C:21]([OH:23])=[O:22])[C:32]3[CH:33]=[CH:34][CH:35]=[CH:36][C:31]=3[S:30]2)=[CH:5][CH:4]=1, predict the reactants needed to synthesize it. The reactants are: [I-].[CH3:2][N+:3]1[C:12]2[C:7](=[CH:8][CH:9]=[CH:10][CH:11]=2)[CH:6]=[CH:5][CH:4]=1.C(N(CC)CC)C.[Br-:20].[C:21]([CH2:24][CH2:25][CH2:26][CH2:27][N+:28]1[C:32]2[CH:33]=[CH:34][CH:35]=[CH:36][C:31]=2[S:30][C:29]=1[CH3:37])([OH:23])=[O:22].[Br-].CC1SC2C=CC=CC=2[NH+]=1.